Dataset: Full USPTO retrosynthesis dataset with 1.9M reactions from patents (1976-2016). Task: Predict the reactants needed to synthesize the given product. (1) Given the product [CH2:10]([O:9][C:7](=[O:8])[C:6]([CH3:18])([C:12]1[CH:17]=[CH:16][CH:15]=[CH:14][CH:13]=1)[CH2:5][CH2:4][CH2:3][CH2:2][S:21][CH2:20][CH2:3][CH2:4][CH2:5][C:6]([C:7]([O:9][CH2:10][CH3:11])=[O:23])([C:12]1[CH:13]=[CH:14][CH:15]=[CH:16][CH:17]=1)[CH3:18])[CH3:11], predict the reactants needed to synthesize it. The reactants are: Br[CH2:2][CH2:3][CH2:4][CH2:5][C:6]([CH3:18])([C:12]1[CH:17]=[CH:16][CH:15]=[CH:14][CH:13]=1)[C:7]([O:9][CH2:10][CH3:11])=[O:8].N[C:20](N)=[S:21].[OH-:23].[K+]. (2) Given the product [CH2:1]([O:3][C:4](=[O:11])[C:5]1[CH:10]=[CH:9][C:8]([CH2:43][CH2:17][CH2:18][C:23]2[C:22]3[C:26](=[CH:27][CH:28]=[C:20]([Cl:19])[CH:21]=3)[NH:25][C:24]=2[CH2:29][CH2:30][N:31]2[C:32](=[O:41])[C:33]3[C:38](=[CH:37][CH:36]=[CH:35][CH:34]=3)[C:39]2=[O:40])=[CH:7][CH:6]=1)[CH3:2], predict the reactants needed to synthesize it. The reactants are: [CH2:1]([O:3][C:4](=[O:11])[C:5]1[CH:10]=[CH:9][CH:8]=[CH:7][CH:6]=1)[CH3:2].C([SiH]([CH2:17][CH3:18])CC)C.[Cl:19][C:20]1[CH:21]=[C:22]2[C:26](=[CH:27][CH:28]=1)[NH:25][C:24]([CH2:29][CH2:30][N:31]1[C:39](=[O:40])[C:38]3[C:33](=[CH:34][CH:35]=[CH:36][CH:37]=3)[C:32]1=[O:41])=[CH:23]2.F[C:43](F)(F)C(O)=O. (3) Given the product [Cl:10][C:7]1[CH:6]=[CH:5][C:3]([OH:4])=[C:2]([CH3:1])[C:8]=1[OH:9], predict the reactants needed to synthesize it. The reactants are: [CH3:1][C:2]1[C:8]([OH:9])=[CH:7][CH:6]=[CH:5][C:3]=1[OH:4].[Cl:10]N1C(=O)CCC1=O. (4) Given the product [F:11][C:12]([F:24])([F:25])[C:13]1[CH:14]=[C:15]([NH:16][C:8]([C:3]2[C:2]([OH:1])=[CH:7][CH:6]=[CH:5][N:4]=2)=[O:10])[CH:17]=[C:18]([C:20]([F:21])([F:23])[F:22])[CH:19]=1, predict the reactants needed to synthesize it. The reactants are: [OH:1][C:2]1[C:3]([C:8]([OH:10])=O)=[N:4][CH:5]=[CH:6][CH:7]=1.[F:11][C:12]([F:25])([F:24])[C:13]1[CH:14]=[C:15]([CH:17]=[C:18]([C:20]([F:23])([F:22])[F:21])[CH:19]=1)[NH2:16]. (5) Given the product [S:20]1[CH:21]=[CH:22][CH:23]=[C:19]1[C:17]1[CH:18]=[C:13]2[C:12]([C:24]#[N:25])=[CH:11][NH:10][C:14]2=[N:15][CH:16]=1, predict the reactants needed to synthesize it. The reactants are: C1(S([N:10]2[C:14]3=[N:15][CH:16]=[C:17]([C:19]4[S:20][CH:21]=[CH:22][CH:23]=4)[CH:18]=[C:13]3[C:12]([C:24]#[N:25])=[CH:11]2)(=O)=O)C=CC=CC=1.CCO.[OH-].[Na+]. (6) Given the product [N:9]1[CH:4]=[CH:5][CH:6]=[C:7]([O:10][C@H:11]2[CH2:12][CH2:13][C@H:14]([C:17]([O:19][CH3:20])=[O:18])[CH2:15][CH2:16]2)[N:8]=1, predict the reactants needed to synthesize it. The reactants are: [H][H].Cl[C:4]1[N:9]=[N:8][C:7]([O:10][C@H:11]2[CH2:16][CH2:15][C@H:14]([C:17]([O:19][CH3:20])=[O:18])[CH2:13][CH2:12]2)=[CH:6][CH:5]=1.N(CCO)(CCO)CCO. (7) The reactants are: [Br:1][C:2]1[CH:3]=[CH:4][C:5]2[O:9][C:8]([C:10](=[O:12])[NH2:11])=[C:7]([NH:13][C:14]([CH:16]3[CH2:19]N(C(OC(C)(C)C)=O)C3)=[O:15])[C:6]=2[CH:27]=1.C([C:31]1[N:35](C)[N:34]=[C:33]([O:37][CH:38]2[CH2:43][CH2:42][N:41]([C:44]([O:46][C:47]([CH3:50])([CH3:49])[CH3:48])=[O:45])[CH2:40][CH2:39]2)C=1)(O)=O.C(N1CC(C(O)=O)C1)(OC(C)(C)C)=O. Given the product [Br:1][C:2]1[CH:3]=[CH:4][C:5]2[O:9][C:8]([C:10](=[O:12])[NH2:11])=[C:7]([NH:13][C:14]([C:16]3[N:35]([CH3:31])[N:34]=[C:33]([O:37][CH:38]4[CH2:43][CH2:42][N:41]([C:44]([O:46][C:47]([CH3:50])([CH3:49])[CH3:48])=[O:45])[CH2:40][CH2:39]4)[CH:19]=3)=[O:15])[C:6]=2[CH:27]=1, predict the reactants needed to synthesize it. (8) Given the product [F:45][C:2]([F:1])([F:46])[C@H:3]1[CH2:8][CH2:7][C@H:6]([NH:9][C:10]([C:12]2[C:39]([O:40][CH2:41][CH:42]([F:43])[F:44])=[CH:38][C:15]3[N:16]([CH3:37])[C:17]([NH:19][C:20]4[C:25]([Cl:26])=[CH:24][CH:23]=[C:22]([CH2:27][NH2:28])[C:21]=4[Cl:36])=[N:18][C:14]=3[CH:13]=2)=[O:11])[CH2:5][CH2:4]1, predict the reactants needed to synthesize it. The reactants are: [F:1][C:2]([F:46])([F:45])[C@H:3]1[CH2:8][CH2:7][C@H:6]([NH:9][C:10]([C:12]2[C:39]([O:40][CH2:41][CH:42]([F:44])[F:43])=[CH:38][C:15]3[N:16]([CH3:37])[C:17]([NH:19][C:20]4[C:25]([Cl:26])=[CH:24][CH:23]=[C:22]([CH2:27][NH:28]C(OC(C)(C)C)=O)[C:21]=4[Cl:36])=[N:18][C:14]=3[CH:13]=2)=[O:11])[CH2:5][CH2:4]1.Cl. (9) Given the product [CH3:29][O:28][C:26](=[O:27])[C:22]1[CH:23]=[CH:24][CH:25]=[C:20]([S:19][C:16]2[S:15][C:14]([NH:13][C:6]([O:7][C:8]([CH3:9])([CH3:10])[CH3:11])=[O:12])=[N:18][CH:17]=2)[CH:21]=1, predict the reactants needed to synthesize it. The reactants are: C(O[C:6](=[O:12])[O:7][C:8]([CH3:11])([CH3:10])[CH3:9])(C)(C)C.[NH2:13][C:14]1[S:15][C:16]([S:19][C:20]2[CH:25]=[CH:24][CH:23]=[C:22]([C:26]([O:28][CH3:29])=[O:27])[CH:21]=2)=[CH:17][N:18]=1.